From a dataset of Forward reaction prediction with 1.9M reactions from USPTO patents (1976-2016). Predict the product of the given reaction. (1) Given the reactants [F:1][C:2]1[CH:7]=[CH:6][C:5]([CH2:8][C:9]2[CH:18]=[C:17]3[C:12]([C:13]([OH:25])=[C:14]([C:20](OCC)=[O:21])[C:15](=[O:19])[NH:16]3)=[N:11][CH:10]=2)=[CH:4][CH:3]=1.[N:26]1([CH2:31][CH2:32][NH2:33])[CH2:30][CH2:29][CH2:28][CH2:27]1, predict the reaction product. The product is: [F:1][C:2]1[CH:3]=[CH:4][C:5]([CH2:8][C:9]2[CH:18]=[C:17]3[C:12]([C:13]([OH:25])=[C:14]([C:20]([NH:33][CH2:32][CH2:31][N:26]4[CH2:30][CH2:29][CH2:28][CH2:27]4)=[O:21])[C:15](=[O:19])[NH:16]3)=[N:11][CH:10]=2)=[CH:6][CH:7]=1. (2) Given the reactants [NH2:1][C@H:2]1[CH2:6][CH2:5][N:4]([C:7]([O:9][C:10]([CH3:13])([CH3:12])[CH3:11])=[O:8])[CH2:3]1.C[C:15]([CH3:18])([O-])[CH3:16].[Na+].C(OCC)(=O)C.[CH3:26][CH2:27][CH2:28]CC, predict the reaction product. The product is: [NH:1]([C@H:2]1[CH2:6][CH2:5][N:4]([C:7]([O:9][C:10]([CH3:13])([CH3:12])[CH3:11])=[O:8])[CH2:3]1)[C:16]1[CH:15]=[CH:18][CH:28]=[CH:27][CH:26]=1. (3) Given the reactants Cl[C:2]1[N:3]=[C:4]([N:19]2[CH2:24][CH2:23][O:22][CH2:21][CH2:20]2)[C:5]2[N:11]=[CH:10][C:9]([C:12]3[CH:13]=[C:14]([CH:16]=[CH:17][CH:18]=3)[NH2:15])=[CH:8][C:6]=2[N:7]=1.[C:25]([O:29][C:30]([NH:32][C:33]1[N:38]=[CH:37][C:36](B(O)O)=[CH:35][N:34]=1)=[O:31])([CH3:28])([CH3:27])[CH3:26].P([O-])([O-])([O-])=O.[K+].[K+].[K+].CN(C=O)C, predict the reaction product. The product is: [C:25]([O:29][C:30](=[O:31])[NH:32][C:33]1[N:38]=[CH:37][C:36]([C:2]2[N:3]=[C:4]([N:19]3[CH2:24][CH2:23][O:22][CH2:21][CH2:20]3)[C:5]3[N:11]=[CH:10][C:9]([C:12]4[CH:18]=[CH:17][CH:16]=[C:14]([NH2:15])[CH:13]=4)=[CH:8][C:6]=3[N:7]=2)=[CH:35][N:34]=1)([CH3:28])([CH3:26])[CH3:27]. (4) Given the reactants [O:1]=[S:2]1(=[O:23])[C:8]2[CH:9]=[C:10]([O:13][C:14]3[CH:15]=[C:16]([CH:20]=[CH:21][CH:22]=3)[C:17]([OH:19])=O)[CH:11]=[CH:12][C:7]=2[O:6][CH2:5][CH2:4][NH:3]1.CN(C(ON1N=NC2C=CC=CC1=2)=[N+](C)C)C.[B-](F)(F)(F)F.CCN(C(C)C)C(C)C.[OH:55][NH:56][C:57](=[NH:59])[CH3:58], predict the reaction product. The product is: [O:23]=[S:2]1(=[O:1])[C:8]2[CH:9]=[C:10]([O:13][C:14]3[CH:15]=[C:16]([CH:20]=[CH:21][CH:22]=3)[C:17]([NH:59]/[C:57](=[N:56]\[OH:55])/[CH3:58])=[O:19])[CH:11]=[CH:12][C:7]=2[O:6][CH2:5][CH2:4][NH:3]1. (5) The product is: [Br:1][C:2]1[C:10]2[C:5](=[CH:6][CH:7]=[C:8]([C:11]#[N:12])[CH:9]=2)[N:4]([C:13]([O:15][C:16]([CH3:19])([CH3:18])[CH3:17])=[O:14])[N:3]=1. Given the reactants [Br:1][C:2]1[C:10]2[C:5](=[CH:6][CH:7]=[C:8]([C:11]#[N:12])[CH:9]=2)[NH:4][N:3]=1.[C:13](O[C:13]([O:15][C:16]([CH3:19])([CH3:18])[CH3:17])=[O:14])([O:15][C:16]([CH3:19])([CH3:18])[CH3:17])=[O:14], predict the reaction product. (6) Given the reactants [CH3:1][C:2]([CH3:32])([CH3:31])[C:3](=[O:30])[CH2:4][O:5][C:6]1[CH:11]=[CH:10][C:9]([C:12]([C:17]2[O:18][C:19]3[CH:25]=[CH:24][C:23]([C:26]([OH:28])=O)=[CH:22][C:20]=3[N:21]=2)([CH2:15][CH3:16])[CH2:13][CH3:14])=[CH:8][C:7]=1[CH3:29].C(Cl)CCl.[NH4+:37], predict the reaction product. The product is: [CH3:32][C:2]([CH3:1])([CH3:31])[C:3](=[O:30])[CH2:4][O:5][C:6]1[CH:11]=[CH:10][C:9]([C:12]([C:17]2[O:18][C:19]3[CH:25]=[CH:24][C:23]([C:26]([NH2:37])=[O:28])=[CH:22][C:20]=3[N:21]=2)([CH2:15][CH3:16])[CH2:13][CH3:14])=[CH:8][C:7]=1[CH3:29]. (7) Given the reactants [C:1]([O:5][C:6]([N:8]1[C@H:17]([C:18](O)=[O:19])[CH2:16][C:15]2[C:10](=[CH:11][C:12]([OH:21])=[CH:13][CH:14]=2)[CH2:9]1)=[O:7])([CH3:4])([CH3:3])[CH3:2].[NH:22]1[CH2:29][CH2:28][CH2:27][C@H:23]1[C:24]([NH2:26])=[O:25], predict the reaction product. The product is: [C:1]([O:5][C:6]([N:8]1[C@H:17]([C:18]([N:22]2[CH2:29][CH2:28][CH2:27][C@H:23]2[C:24](=[O:25])[NH2:26])=[O:19])[CH2:16][C:15]2[C:10](=[CH:11][C:12]([OH:21])=[CH:13][CH:14]=2)[CH2:9]1)=[O:7])([CH3:3])([CH3:4])[CH3:2]. (8) Given the reactants [CH3:1][O:2][C:3]([C:5]1[S:6][C:7]([C:11]2[CH:16]=[CH:15][CH:14]=[CH:13][CH:12]=2)=[CH:8][C:9]=1[NH2:10])=[O:4].[OH-].[K+].C(Cl)(Cl)=[O:20], predict the reaction product. The product is: [C:11]1([C:7]2[S:6][C:5]3[C:3](=[O:4])[O:2][C:1](=[O:20])[NH:10][C:9]=3[CH:8]=2)[CH:16]=[CH:15][CH:14]=[CH:13][CH:12]=1. (9) Given the reactants [Cl:1][C:2]1[CH:18]=[CH:17][CH:16]=[C:15]([N+:19]([O-:21])=[O:20])[C:3]=1[C:4](Cl)=[N:5][C:6]1[C:11]([F:12])=[CH:10][N:9]=[CH:8][C:7]=1F.NC(N)=[S:24].N1C=CC=CC=1.CCN(CC)CC, predict the reaction product. The product is: [Cl:1][C:2]1[CH:18]=[CH:17][CH:16]=[C:15]([N+:19]([O-:21])=[O:20])[C:3]=1[C:4]1[S:24][C:7]2[CH:8]=[N:9][CH:10]=[C:11]([F:12])[C:6]=2[N:5]=1.